This data is from Catalyst prediction with 721,799 reactions and 888 catalyst types from USPTO. The task is: Predict which catalyst facilitates the given reaction. (1) Product: [Cl:1][C:2]1[CH:7]=[C:6]([O:8][CH3:9])[C:5]([CH3:10])=[CH:4][C:3]=1[C:11]1[C:12]([CH3:26])=[N:13][CH:14]=[C:15]([C:45]2([C:30]3[CH:31]=[C:32]([O:35][CH3:36])[CH:33]=[CH:34][C:29]=3[O:28][CH3:27])[CH2:39][CH2:40]2)[N:16]=1. The catalyst class is: 1. Reactant: [Cl:1][C:2]1[CH:7]=[C:6]([O:8][CH3:9])[C:5]([CH3:10])=[CH:4][C:3]=1[C:11]1[N:16]=[C:15](N2C3C=CC=CC=3N=N2)[CH:14]=[N:13][C:12]=1[CH3:26].[CH3:27][O:28][C:29]1[CH:34]=[CH:33][C:32]([O:35][CH3:36])=[CH:31][C:30]=1[Mg]Br.[C:39]1([CH3:45])C=CC=C[CH:40]=1. (2) Reactant: [Cl:1][C:2]1[CH:8]=[C:7]([C:9]([F:12])([F:11])[F:10])[CH:6]=[C:5]([Cl:13])[C:3]=1[NH2:4].C([Li])CCC.[CH3:19][Si:20](Cl)([CH3:22])[CH3:21]. Product: [CH3:19][Si:20]([CH3:22])([CH3:21])[NH:4][C:3]1[C:2]([Cl:1])=[CH:8][C:7]([C:9]([F:12])([F:11])[F:10])=[CH:6][C:5]=1[Cl:13]. The catalyst class is: 28. (3) Reactant: [OH:1][C:2]1[CH:3]=[C:4]([CH:7]=[CH:8][C:9]=1[N+:10]([O-:12])=[O:11])[CH:5]=[O:6].C(=O)([O-])[O-].[K+].[K+].[CH2:19](Br)[C:20]1[CH:25]=[CH:24][CH:23]=[CH:22][CH:21]=1. Product: [CH2:19]([O:1][C:2]1[CH:3]=[C:4]([CH:7]=[CH:8][C:9]=1[N+:10]([O-:12])=[O:11])[CH:5]=[O:6])[C:20]1[CH:25]=[CH:24][CH:23]=[CH:22][CH:21]=1. The catalyst class is: 18. (4) Reactant: [NH2:1][C:2]1[CH:7]=[CH:6][C:5]([Cl:8])=[CH:4][C:3]=1[CH:9]([C:11]1[CH:16]=[CH:15][CH:14]=[C:13]([F:17])[C:12]=1[F:18])O.[C:19](O)(=[O:26])[CH:20]([CH2:22][C:23]([OH:25])=[O:24])[SH:21].Cl.O1CCOCC1. Product: [Cl:8][C:5]1[CH:6]=[CH:7][C:2]2[NH:1][C:19](=[O:26])[CH:20]([CH2:22][C:23]([OH:25])=[O:24])[S:21][CH:9]([C:11]3[CH:16]=[CH:15][CH:14]=[C:13]([F:17])[C:12]=3[F:18])[C:3]=2[CH:4]=1. The catalyst class is: 12. (5) Reactant: [Cl:1][C:2]1[CH:3]=[C:4]([C:9](=[C:23]2[CH2:28][C:27]([CH3:30])([CH3:29])[CH2:26][C:25]([CH3:32])([CH3:31])[CH2:24]2)[C:10]2[CH:15]=[CH:14][C:13](/[CH:16]=[CH:17]/[C:18]([O:20]CC)=[O:19])=[CH:12][CH:11]=2)[CH:5]=[CH:6][C:7]=1[OH:8].[OH-].[Na+].Cl. Product: [Cl:1][C:2]1[CH:3]=[C:4]([C:9](=[C:23]2[CH2:24][C:25]([CH3:32])([CH3:31])[CH2:26][C:27]([CH3:30])([CH3:29])[CH2:28]2)[C:10]2[CH:15]=[CH:14][C:13](/[CH:16]=[CH:17]/[C:18]([OH:20])=[O:19])=[CH:12][CH:11]=2)[CH:5]=[CH:6][C:7]=1[OH:8]. The catalyst class is: 301.